From a dataset of Full USPTO retrosynthesis dataset with 1.9M reactions from patents (1976-2016). Predict the reactants needed to synthesize the given product. (1) Given the product [C:1]([CH:3]([C:11]1[CH:16]=[CH:15][CH:14]=[CH:13][C:12]=1[N+:17]([O-:19])=[O:18])[C:4]([O:6][CH3:7])=[O:5])#[N:2], predict the reactants needed to synthesize it. The reactants are: [C:1]([CH2:3][C:4]([O:6][CH3:7])=[O:5])#[N:2].[H-].[Na+].F[C:11]1[CH:16]=[CH:15][CH:14]=[CH:13][C:12]=1[N+:17]([O-:19])=[O:18].Cl. (2) Given the product [Br:1][C:2]1[CH:3]=[CH:4][C:5]([CH:8]=[O:27])=[N:6][CH:7]=1, predict the reactants needed to synthesize it. The reactants are: [Br:1][C:2]1[CH:3]=[CH:4][C:5]([C:8]#N)=[N:6][CH:7]=1.CC(C[AlH]CC(C)C)C.C1(C)C=CC=CC=1.C(=O)(O)[O-:27].[Na+].